Dataset: Full USPTO retrosynthesis dataset with 1.9M reactions from patents (1976-2016). Task: Predict the reactants needed to synthesize the given product. (1) Given the product [CH:6]([N:8]([CH2:2][C:3](=[O:5])[CH3:4])[C:9]1[CH:18]=[CH:17][C:12]([C:13]([O:15][CH3:16])=[O:14])=[CH:11][C:10]=1[O:19][CH3:20])=[O:7], predict the reactants needed to synthesize it. The reactants are: Cl[CH2:2][C:3](=[O:5])[CH3:4].[CH:6]([NH:8][C:9]1[CH:18]=[CH:17][C:12]([C:13]([O:15][CH3:16])=[O:14])=[CH:11][C:10]=1[O:19][CH3:20])=[O:7].C(=O)([O-])[O-].[Cs+].[Cs+].[I-].[K+]. (2) Given the product [CH2:1]([O:8][C:9]1[CH:10]=[CH:11][C:12]([C:15]([NH:18][C:19]2[CH:20]=[C:21]([C:22]([NH:24][CH:25]3[CH2:26][CH2:27]3)=[O:23])[CH:28]=[CH:29][C:30]=2[CH3:31])=[O:17])=[N:13][CH:14]=1)[C:2]1[CH:3]=[CH:4][CH:5]=[CH:6][CH:7]=1, predict the reactants needed to synthesize it. The reactants are: [CH2:1]([O:8][C:9]1[CH:10]=[CH:11][C:12]([C:15]([OH:17])=O)=[N:13][CH:14]=1)[C:2]1[CH:7]=[CH:6][CH:5]=[CH:4][CH:3]=1.[NH2:18][C:19]1[CH:20]=[C:21]([CH:28]=[CH:29][C:30]=1[CH3:31])[C:22]([NH:24][CH:25]1[CH2:27][CH2:26]1)=[O:23]. (3) Given the product [S:17]([OH:21])([OH:20])(=[O:19])=[O:18].[NH2:6][C:5]1[N:14]([CH2:13][CH2:12][OH:11])[N:15]=[CH:3][C:4]=1[N:7]=[O:8], predict the reactants needed to synthesize it. The reactants are: CO[CH:3](OC)[C:4](=[N:7][OH:8])[C:5]#[N:6].[OH:11][CH2:12][CH2:13][NH:14][NH2:15].O.[S:17](=[O:21])(=[O:20])([OH:19])[OH:18]. (4) Given the product [CH:2](=[O:6])[CH3:3].[C:2](=[O:7])=[O:6].[CH2:18]1[CH2:17][CH2:16][C:15]([CH2:14][NH2:13])([CH2:21][C:22]([OH:24])=[O:23])[CH2:20][CH2:19]1, predict the reactants needed to synthesize it. The reactants are: O.[C:2]([O:7]C(OC([NH:13][CH2:14][C:15]1([CH2:21][C:22]([OH:24])=[O:23])[CH2:20][CH2:19][CH2:18][CH2:17][CH2:16]1)=O)C)(=[O:6])[CH:3](C)C. (5) Given the product [F:31][C:30]([F:33])([F:32])[C:28]([C:9]1[C:18]2[O:17][CH2:16][CH2:15][N:14]([C:19]([O:21][C:22]([CH3:23])([CH3:24])[CH3:25])=[O:20])[CH2:13][C:12]=2[S:11][CH:10]=1)=[CH2:29], predict the reactants needed to synthesize it. The reactants are: CC1(C)C(C)(C)OB([C:9]2[C:18]3[O:17][CH2:16][CH2:15][N:14]([C:19]([O:21][C:22]([CH3:25])([CH3:24])[CH3:23])=[O:20])[CH2:13][C:12]=3[S:11][CH:10]=2)O1.Br[C:28]([C:30]([F:33])([F:32])[F:31])=[CH2:29].C(=O)([O-])[O-].[Na+].[Na+].C(COC)OC. (6) The reactants are: [NH2:1][C:2]1[C:3]2[N:4]([C:8]([C@@H:30]3[CH2:35][CH2:34][C@@H:33]([CH2:36][OH:37])[NH:32][CH2:31]3)=[N:9][C:10]=2[C:11]2[CH:29]=[CH:28][C:14]([C:15]([NH:17][C:18]3[CH:23]=[C:22]([C:24]([F:27])([F:26])[F:25])[CH:21]=[CH:20][N:19]=3)=[O:16])=[CH:13][CH:12]=2)[CH:5]=[CH:6][N:7]=1.[CH3:38][NH:39][C:40](Cl)=[O:41].C(N(CC)CC)C. Given the product [NH2:1][C:2]1[C:3]2[N:4]([C:8]([C@H:30]3[CH2:31][N:32]([C:40]([NH:39][CH3:38])=[O:41])[C@H:33]([CH2:36][OH:37])[CH2:34][CH2:35]3)=[N:9][C:10]=2[C:11]2[CH:29]=[CH:28][C:14]([C:15](=[O:16])[NH:17][C:18]3[CH:23]=[C:22]([C:24]([F:25])([F:27])[F:26])[CH:21]=[CH:20][N:19]=3)=[CH:13][CH:12]=2)[CH:5]=[CH:6][N:7]=1, predict the reactants needed to synthesize it. (7) The reactants are: [N+:1]([CH2:4][CH2:5][O:6][CH:7]1[CH2:12][CH2:11][CH2:10][CH2:9][O:8]1)([O-:3])=O.[C:13]([C:15]1[CH:20]=[C:19]([C:21]([F:24])([F:23])[F:22])[CH:18]=[C:17]([C:25]([F:28])([F:27])[F:26])[CH:16]=1)#[CH:14].N(C1C=CC=CC=1)=C=O.O. Given the product [O:8]1[CH2:9][CH2:10][CH2:11][CH2:12][CH:7]1[O:6][CH2:5][C:4]1[CH:14]=[C:13]([C:15]2[CH:16]=[C:17]([C:25]([F:26])([F:27])[F:28])[CH:18]=[C:19]([C:21]([F:22])([F:23])[F:24])[CH:20]=2)[O:3][N:1]=1, predict the reactants needed to synthesize it.